From a dataset of Full USPTO retrosynthesis dataset with 1.9M reactions from patents (1976-2016). Predict the reactants needed to synthesize the given product. Given the product [CH2:25]([C:11]1([CH2:9][OH:8])[C:24]2[CH:23]=[CH:22][CH:21]=[CH:20][C:19]=2[O:18][C:17]2[C:12]1=[CH:13][CH:14]=[CH:15][CH:16]=2)[CH2:26][CH2:27][CH2:28][CH2:29][CH3:30], predict the reactants needed to synthesize it. The reactants are: [H-].[Al+3].[Li+].[H-].[H-].[H-].C[O:8][C:9]([C:11]1([CH2:25][CH2:26][CH2:27][CH2:28][CH2:29][CH3:30])[C:24]2[CH:23]=[CH:22][CH:21]=[CH:20][C:19]=2[O:18][C:17]2[C:12]1=[CH:13][CH:14]=[CH:15][CH:16]=2)=O.